Dataset: Peptide-MHC class I binding affinity with 185,985 pairs from IEDB/IMGT. Task: Regression. Given a peptide amino acid sequence and an MHC pseudo amino acid sequence, predict their binding affinity value. This is MHC class I binding data. The peptide sequence is AQLQAVPGA. The MHC is HLA-A02:03 with pseudo-sequence HLA-A02:03. The binding affinity (normalized) is 0.482.